Dataset: Full USPTO retrosynthesis dataset with 1.9M reactions from patents (1976-2016). Task: Predict the reactants needed to synthesize the given product. (1) Given the product [C:8]1([CH2:7][C@H:5]([NH:6][CH2:29][C:27]2[N:26]=[CH:25][S:24][CH:28]=2)[C:4]([O:3][CH3:2])=[O:14])[CH:13]=[CH:12][CH:11]=[CH:10][CH:9]=1, predict the reactants needed to synthesize it. The reactants are: Cl.[CH3:2][O:3][C:4](=[O:14])[C@H:5]([CH2:7][C:8]1[CH:13]=[CH:12][CH:11]=[CH:10][CH:9]=1)[NH2:6].C([O-])(O)=O.[Na+].CC(O)=O.[S:24]1[CH:28]=[C:27]([CH:29]=O)[N:26]=[CH:25]1.[BH-](OC(C)=O)(OC(C)=O)OC(C)=O.[Na+]. (2) Given the product [F:24][C:2]([F:1])([F:23])[O:3][C:4]1[CH:5]=[C:6]2[C:11](=[CH:12][CH:13]=1)[NH:10][CH:9]([C:14]([F:15])([F:16])[F:17])[C:8]([C:18]([OH:20])=[O:19])=[CH:7]2, predict the reactants needed to synthesize it. The reactants are: [F:1][C:2]([F:24])([F:23])[O:3][C:4]1[CH:5]=[C:6]2[C:11](=[CH:12][CH:13]=1)[NH:10][CH:9]([C:14]([F:17])([F:16])[F:15])[C:8]([C:18]([O:20]CC)=[O:19])=[CH:7]2.[OH-].[Na+]. (3) Given the product [CH2:1]([O:4][C:13]1[N:14]([C@H:17]2[C@H:21]([OH:22])[C@H:20]([OH:23])[C@@H:19]([CH2:24][OH:25])[O:18]2)[C:15]2[N:16]=[C:8]([NH2:7])[NH:9][C:10](=[O:27])[C:11]=2[N:12]=1)[CH:2]=[CH2:3], predict the reactants needed to synthesize it. The reactants are: [CH2:1]([OH:4])[CH:2]=[CH2:3].[H-].[Na+].[NH2:7][C:8]1[NH:9][C:10](=[O:27])[C:11]2[N:12]=[C:13](Br)[N:14]([C@H:17]3[C@H:21]([OH:22])[C@H:20]([OH:23])[C@@H:19]([CH2:24][OH:25])[O:18]3)[C:15]=2[N:16]=1.C(OCC)C.